This data is from Catalyst prediction with 721,799 reactions and 888 catalyst types from USPTO. The task is: Predict which catalyst facilitates the given reaction. (1) Reactant: [Cl:1][C:2]1[CH:34]=[CH:33][C:5]([C:6]([C@@:8]2([OH:32])[C@@H:12]([CH2:13][O:14][C:15](=[O:23])[C:16]3[CH:21]=[CH:20][C:19]([Cl:22])=[CH:18][CH:17]=3)[O:11][C@@H:10](N3C=CC(=O)NC3=O)[CH2:9]2)=O)=[CH:4][CH:3]=1.[C@@H:35]1([N:44]2C=CC(=O)N[C:45]2=[O:46])O[C@H](CO)[C@@H:38](O)[C@H:36]1O.C[N:53]1CCCCC1.C1(C)C=CC(S(Cl)(=O)=O)=CC=1.[OH2:70].[NH3:71]. Product: [Cl:1][C:2]1[CH:34]=[CH:33][C:5]([C:6]([C@@:8]2([OH:32])[C@@H:12]([CH2:13][O:14][C:15](=[O:23])[C:16]3[CH:17]=[CH:18][C:19]([Cl:22])=[CH:20][CH:21]=3)[O:11][C@@H:10]([N:71]3[CH:38]=[CH:36][C:35]([NH2:53])=[N:44][C:45]3=[O:46])[CH2:9]2)=[O:70])=[CH:4][CH:3]=1. The catalyst class is: 556. (2) Product: [NH2:2][C:3]1[N:11]=[CH:10][C:9]([Br:12])=[CH:8][C:4]=1[C:5]([NH:38][CH2:37][CH2:36][N:35]([CH3:39])[CH3:34])=[O:7]. The catalyst class is: 2. Reactant: Br.[NH2:2][C:3]1[N:11]=[CH:10][C:9]([Br:12])=[CH:8][C:4]=1[C:5]([OH:7])=O.CCN(CC)CC.C(Cl)CCl.C1C=CC2N(O)N=NC=2C=1.[CH3:34][N:35]([CH3:39])[CH2:36][CH2:37][NH2:38]. (3) Reactant: [C:1]([N:3]1[C:11]2[CH:10]=[CH:9][C:8]([CH3:12])=[CH:7][C:6]=2[C:5]2[CH2:13][N:14]([CH3:17])[CH2:15][CH2:16][C:4]1=2)#[CH:2].Br[C:19]1[CH:23]=[CH:22][O:21][CH:20]=1.CCCC[N+](CCCC)(CCCC)CCCC.[F-]. Product: [O:21]1[CH:22]=[CH:23][C:19]([C:2]#[C:1][N:3]2[C:11]3[CH:10]=[CH:9][C:8]([CH3:12])=[CH:7][C:6]=3[C:5]3[CH2:13][N:14]([CH3:17])[CH2:15][CH2:16][C:4]2=3)=[CH:20]1. The catalyst class is: 189. (4) Reactant: Br[C:2]1[CH:3]=[C:4]([NH:8][CH:9]([C:13]2[CH:14]=[C:15]([CH3:19])[CH:16]=[CH:17][CH:18]=2)[C:10]([NH2:12])=[O:11])[CH:5]=[N:6][CH:7]=1.C([O-])([O-])=O.[K+].[K+].[Cl:26][C:27]1[CH:28]=[CH:29][C:30]([F:36])=[C:31](B(O)O)[CH:32]=1. Product: [Cl:26][C:27]1[CH:32]=[CH:31][C:30]([F:36])=[C:29]([C:2]2[CH:3]=[C:4]([NH:8][CH:9]([C:13]3[CH:14]=[C:15]([CH3:19])[CH:16]=[CH:17][CH:18]=3)[C:10]([NH2:12])=[O:11])[CH:5]=[N:6][CH:7]=2)[CH:28]=1. The catalyst class is: 108. (5) Reactant: [Cl:1][C:2]1[N:7]=[C:6]2[CH:8]=[C:9]([C:11]3[O:12][CH:13]=[CH:14][N:15]=3)[NH:10][C:5]2=[CH:4][CH:3]=1.C([O-])([O-])=O.[Cs+].[Cs+].[CH2:22](Br)[C:23]1[CH:28]=[CH:27][CH:26]=[CH:25][CH:24]=1. Product: [CH2:22]([N:10]1[C:5]2[C:6](=[N:7][C:2]([Cl:1])=[CH:3][CH:4]=2)[CH:8]=[C:9]1[C:11]1[O:12][CH:13]=[CH:14][N:15]=1)[C:23]1[CH:28]=[CH:27][CH:26]=[CH:25][CH:24]=1. The catalyst class is: 3. (6) Reactant: Cl[C:2]1[C:7]([Cl:8])=[CH:6][CH:5]=[CH:4][N:3]=1.[CH:9]([C:11]1[CH:16]=[CH:15][C:14](B(O)O)=[CH:13][CH:12]=1)=[O:10].C(=O)([O-])[O-].[Na+].[Na+]. Product: [Cl:8][C:7]1[C:2]([C:14]2[CH:15]=[CH:16][C:11]([CH:9]=[O:10])=[CH:12][CH:13]=2)=[N:3][CH:4]=[CH:5][CH:6]=1. The catalyst class is: 108. (7) Reactant: [H-].[Na+].[CH3:3][C:4]([CH3:10])([CH:6]([OH:9])[CH2:7][CH3:8])[CH3:5].[Cl:11][C:12]1[CH:17]=[C:16](Cl)[N:15]=[CH:14][N:13]=1.[Cl-].[NH4+]. Product: [Cl:11][C:12]1[CH:17]=[C:16]([O:9][CH:6]([CH2:7][CH3:8])[C:4]([CH3:10])([CH3:5])[CH3:3])[N:15]=[CH:14][N:13]=1. The catalyst class is: 7. (8) Product: [CH2:14]([O:13][C:11](=[O:12])[C:10]([S:6][CH:1]1[CH2:5][CH2:4][CH2:3][CH2:2]1)([CH3:17])[CH3:16])[CH3:15]. Reactant: [CH:1]1([SH:6])[CH2:5][CH2:4][CH2:3][CH2:2]1.[OH-].[K+].Br[C:10]([CH3:17])([CH3:16])[C:11]([O:13][CH2:14][CH3:15])=[O:12]. The catalyst class is: 8. (9) Reactant: CC1(C)[O:6][C@H:5]([CH2:7][O:8][C:9]2[CH:14]=[CH:13][C:12]([C:15]([C:20]3[CH:25]=[CH:24][C:23]([C:26]#[C:27][C:28]([C:34]([F:37])([F:36])[F:35])([OH:33])[C:29]([F:32])([F:31])[F:30])=[C:22]([CH3:38])[CH:21]=3)([CH2:18][CH3:19])[CH2:16][CH3:17])=[CH:11][C:10]=2[CH3:39])[CH2:4][O:3]1.Cl.O. Product: [CH2:16]([C:15]([C:12]1[CH:13]=[CH:14][C:9]([O:8][CH2:7][C@@H:5]([OH:6])[CH2:4][OH:3])=[C:10]([CH3:39])[CH:11]=1)([C:20]1[CH:25]=[CH:24][C:23]([C:26]#[C:27][C:28]([OH:33])([C:34]([F:35])([F:36])[F:37])[C:29]([F:32])([F:31])[F:30])=[C:22]([CH3:38])[CH:21]=1)[CH2:18][CH3:19])[CH3:17]. The catalyst class is: 1.